Dataset: Retrosynthesis with 50K atom-mapped reactions and 10 reaction types from USPTO. Task: Predict the reactants needed to synthesize the given product. (1) Given the product Cc1cc(S(=O)(=O)Nc2nccs2)ccc1NC(=O)C(F)(F)F, predict the reactants needed to synthesize it. The reactants are: Cc1cc(S(=O)(=O)Cl)ccc1NC(=O)C(F)(F)F.Nc1nccs1. (2) Given the product COC(=O)[C@H](CC(C)C)N1CC2=Cc3c(OC)cccc3OC2C1=O, predict the reactants needed to synthesize it. The reactants are: CCOC(=O)C1Oc2cccc(OC)c2C=C1CN[C@@H](CC(C)C)C(=O)OC. (3) The reactants are: CN1CCN(C(=O)Cl)CC1.COc1ccc2ccc(N3C(=O)C4=C(SCC(OC)CS4)C3O)nc2n1. Given the product COc1ccc2ccc(N3C(=O)C4=C(SCC(OC)CS4)C3OC(=O)N3CCN(C)CC3)nc2n1, predict the reactants needed to synthesize it. (4) Given the product COc1ccc(CC[C@@]2(C)C(=O)N(C(=O)N[C@H](C)c3ccccc3)[C@@H]2C(=O)O)cc1, predict the reactants needed to synthesize it. The reactants are: COc1ccc(CC[C@@]2(C)C(=O)N(C(=O)N[C@H](C)c3ccccc3)[C@@H]2C(=O)OCc2ccccc2)cc1. (5) Given the product Cc1nc(-c2nc(-c3ccc(OC(F)(F)F)cc3)no2)nn1Cc1cccc(N)c1, predict the reactants needed to synthesize it. The reactants are: Cc1nc(-c2nc(-c3ccc(OC(F)(F)F)cc3)no2)nn1Cc1cccc([N+](=O)[O-])c1. (6) Given the product CNc1nc(-c2cccnc2)nc2ccc(-c3cccc(OCCOC)c3)cc12, predict the reactants needed to synthesize it. The reactants are: CNc1nc(-c2cccnc2)nc2ccc(-c3cccc(OCCCl)c3)cc12.C[O-]. (7) Given the product CC(=O)OCc1c(-c2cc(Nc3ccc(N4CCN(C5COC5)CC4)cn3)c(=O)n(C)n2)cc(F)cc1N1CCn2c(cc3c2CCCC3)C1=O, predict the reactants needed to synthesize it. The reactants are: CC(=O)OCc1c(B2OC(C)(C)C(C)(C)O2)cc(F)cc1N1CCn2c(cc3c2CCCC3)C1=O.Cn1nc(Cl)cc(Nc2ccc(N3CCN(C4COC4)CC3)cn2)c1=O. (8) Given the product CN(C(=S)Oc1ccc(Cl)c(C(C)(C)C)c1)c1ccccc1, predict the reactants needed to synthesize it. The reactants are: CC(C)(C)c1cc(OC(=S)Cl)ccc1Cl.CNc1ccccc1. (9) Given the product CC(C)C(=O)c1cc(O)c(O)c([N+](=O)[O-])c1, predict the reactants needed to synthesize it. The reactants are: COc1cc(C(=O)C(C)C)cc([N+](=O)[O-])c1O. (10) Given the product CC(=O)Nc1nc(CCc2ccc(N/C(=N/C(=O)OC(C)(C)C)NC(=O)OC(C)(C)C)cc2)c(CN2CC[C@@H](C(=O)O)C2)s1, predict the reactants needed to synthesize it. The reactants are: COC(=O)[C@@H]1CCN(Cc2sc(NC(C)=O)nc2CCc2ccc(N/C(=N/C(=O)OC(C)(C)C)NC(=O)OC(C)(C)C)cc2)C1.